This data is from CYP2D6 inhibition data for predicting drug metabolism from PubChem BioAssay. The task is: Regression/Classification. Given a drug SMILES string, predict its absorption, distribution, metabolism, or excretion properties. Task type varies by dataset: regression for continuous measurements (e.g., permeability, clearance, half-life) or binary classification for categorical outcomes (e.g., BBB penetration, CYP inhibition). Dataset: cyp2d6_veith. (1) The compound is Cc1ccc(Nc2ccc(-n3ccnc3)nn2)cc1C. The result is 1 (inhibitor). (2) The compound is COc1ccccc1-c1nnc(SCc2nc3ccccc3s2)n1C. The result is 0 (non-inhibitor). (3) The molecule is O=C(NCCc1cccs1)C1CC(c2c(Cl)cccc2Cl)=NO1. The result is 1 (inhibitor). (4) The drug is COc1ccc(OC)c(NC(=O)[C@H]2CC=CC[C@H]2C(=O)O)c1. The result is 0 (non-inhibitor). (5) The molecule is O=C(c1cc(C(F)(F)F)cc(C(F)(F)F)c1)N1CCC2(CCCN(c3ccccn3)C2)CC1. The result is 0 (non-inhibitor). (6) The drug is N#Cc1ccc(CN2CCC3(CC2)CCN(C(=O)Oc2ccccc2)CC3)cc1. The result is 0 (non-inhibitor). (7) The molecule is O=C(O)CSc1ccn(Cc2ccccc2)c1. The result is 0 (non-inhibitor).